Dataset: Full USPTO retrosynthesis dataset with 1.9M reactions from patents (1976-2016). Task: Predict the reactants needed to synthesize the given product. (1) Given the product [ClH:1].[CH3:29][N:3]([CH3:2])[CH:4]1[CH2:5][CH2:6][N:7]([C:10](=[O:28])[CH2:11][CH2:12][C:13]2[N:14]([CH2:18][C:19]([O:21][CH2:22][C:23]([N:25]([CH3:27])[CH3:26])=[O:24])=[O:20])[CH:15]=[CH:16][N:17]=2)[CH2:8][CH2:9]1, predict the reactants needed to synthesize it. The reactants are: [ClH:1].[CH3:2][N:3]([CH3:29])[CH:4]1[CH2:9][CH2:8][N:7]([C:10](=[O:28])[CH2:11][CH2:12][C:13]2[N:14]([CH2:18][C:19]([O:21][CH2:22][C:23]([N:25]([CH3:27])[CH3:26])=[O:24])=[O:20])[CH:15]=[CH:16][N:17]=2)[CH2:6][CH2:5]1. (2) The reactants are: C(OC([N:8]1[C@H:12]([CH2:13][C:14]2[CH:19]=[CH:18][C:17]([C:20]3[CH:25]=[CH:24][CH:23]=[CH:22][CH:21]=3)=[CH:16][CH:15]=2)[CH2:11][CH2:10][C:9]1=[O:26])=O)(C)(C)C.C(O)(C(F)(F)F)=O. Given the product [C:17]1([C:20]2[CH:21]=[CH:22][CH:23]=[CH:24][CH:25]=2)[CH:16]=[CH:15][C:14]([CH2:13][C@H:12]2[NH:8][C:9](=[O:26])[CH2:10][CH2:11]2)=[CH:19][CH:18]=1, predict the reactants needed to synthesize it.